This data is from Catalyst prediction with 721,799 reactions and 888 catalyst types from USPTO. The task is: Predict which catalyst facilitates the given reaction. (1) Reactant: O[C:2]1([C:20]([F:23])([F:22])[F:21])[CH2:7][C:6](O)([C:8]([F:11])([F:10])[F:9])[NH:5][C:4]([CH2:13][CH2:14][C:15]([O:17][CH2:18][CH3:19])=[O:16])=[N:3]1.C1(C)C=CC(S(O)(=O)=O)=CC=1.C(=O)([O-])[O-].[Na+].[Na+]. Product: [F:11][C:8]([F:9])([F:10])[C:6]1[CH:7]=[C:2]([C:20]([F:23])([F:21])[F:22])[N:3]=[C:4]([CH2:13][CH2:14][C:15]([O:17][CH2:18][CH3:19])=[O:16])[N:5]=1. The catalyst class is: 11. (2) Reactant: [Br:1][C:2]1[CH:7]=[C:6]([CH3:8])[CH:5]=[C:4]([Cl:9])[CH:3]=1.[Br:10]N1C(=O)CCC1=O. Product: [Br:1][C:2]1[CH:3]=[C:4]([Cl:9])[CH:5]=[C:6]([CH2:8][Br:10])[CH:7]=1. The catalyst class is: 734. (3) Reactant: [Cl:1][C:2]1[N:3]=[CH:4][C:5]2[NH:6][C:7](=[O:20])[C:8]3([CH2:19][CH2:18]3)[CH2:9][N:10]([CH:13]3[CH2:17][CH2:16][CH2:15][CH2:14]3)[C:11]=2[N:12]=1.[H-].[Na+].[CH3:23]I. Product: [Cl:1][C:2]1[N:3]=[CH:4][C:5]2[N:6]([CH3:23])[C:7](=[O:20])[C:8]3([CH2:18][CH2:19]3)[CH2:9][N:10]([CH:13]3[CH2:14][CH2:15][CH2:16][CH2:17]3)[C:11]=2[N:12]=1. The catalyst class is: 44. (4) Reactant: Cl[C:2]1[N:7]=[C:6]([CH2:8][CH2:9][C:10]2[CH:15]=[CH:14][CH:13]=[CH:12][C:11]=2[CH2:16][C:17]([NH2:19])=[O:18])[C:5]([CH3:20])=[CH:4][N:3]=1.[C:21]([NH:28][CH2:29][C:30]1[CH:36]=[CH:35][C:33]([NH2:34])=[CH:32][CH:31]=1)([O:23][C:24]([CH3:27])([CH3:26])[CH3:25])=[O:22].C([O-])([O-])=O.[Cs+].[Cs+].CC1(C)C2C(=C(P(C3C=CC=CC=3)C3C=CC=CC=3)C=CC=2)OC2C(P(C3C=CC=CC=3)C3C=CC=CC=3)=CC=CC1=2. Product: [NH2:19][C:17](=[O:18])[CH2:16][C:11]1[CH:12]=[CH:13][CH:14]=[CH:15][C:10]=1[CH2:9][CH2:8][C:6]1[C:5]([CH3:20])=[CH:4][N:3]=[C:2]([NH:34][C:33]2[CH:35]=[CH:36][C:30]([CH2:29][NH:28][C:21](=[O:22])[O:23][C:24]([CH3:26])([CH3:27])[CH3:25])=[CH:31][CH:32]=2)[N:7]=1. The catalyst class is: 231. (5) Reactant: [NH2:1][C:2]1[CH:3]=[C:4]([CH:8]=[CH:9][C:10]=1[CH3:11])[C:5]([NH2:7])=[O:6].[CH3:12][O:13][C:14]1[CH:15]=[C:16](B(O)O)[CH:17]=[CH:18][C:19]=1[O:20][CH3:21].O.[C:26]([OH:30])(=[O:29])[CH:27]=O. Product: [C:5]([C:4]1[CH:8]=[CH:9][C:10]([CH3:11])=[C:2]([NH:1][CH:27]([C:16]2[CH:17]=[CH:18][C:19]([O:20][CH3:21])=[C:14]([O:13][CH3:12])[CH:15]=2)[C:26]([OH:30])=[O:29])[CH:3]=1)(=[O:6])[NH2:7]. The catalyst class is: 444.